Dataset: Reaction yield outcomes from USPTO patents with 853,638 reactions. Task: Predict the reaction yield, written as a fraction of the theoretical maximum amount of product (1.0 means a 100% yield; for example, 0.34 means a 34% yield). (1) The reactants are [SH:1][C:2]1[CH:7]=[CH:6][C:5]([CH2:8][C:9]([OH:11])=[O:10])=[CH:4][CH:3]=1.OS(O)(=O)=O.[CH3:17]O. No catalyst specified. The product is [SH:1][C:2]1[CH:3]=[CH:4][C:5]([CH2:8][C:9]([O:11][CH3:17])=[O:10])=[CH:6][CH:7]=1. The yield is 0.940. (2) The catalyst is C1COCC1.O. The product is [SH:1][C:2]1[N:6]([CH2:7][C:8]([OH:10])=[O:9])[C:5]2[CH:12]=[CH:13][CH:14]=[CH:15][C:4]=2[N:3]=1. The reactants are [SH:1][C:2]1[N:6]([CH2:7][C:8]([O:10]C)=[O:9])[C:5]2[CH:12]=[CH:13][CH:14]=[CH:15][C:4]=2[N:3]=1.CO.[Li+].[OH-].Cl. The yield is 0.560. (3) The yield is 0.450. No catalyst specified. The product is [C:15]1([C:25]2[O:1][N:2]=[C:3]([C:5]3[C:14]4[C:9](=[CH:10][CH:11]=[CH:12][CH:13]=4)[CH:8]=[CH:7][N:6]=3)[N:4]=2)[C:24]2[C:19](=[CH:20][CH:21]=[CH:22][CH:23]=2)[CH:18]=[CH:17][CH:16]=1. The reactants are [OH:1][NH:2][C:3]([C:5]1[C:14]2[C:9](=[CH:10][CH:11]=[CH:12][CH:13]=2)[CH:8]=[CH:7][N:6]=1)=[NH:4].[C:15]1([C:25](O)=O)[C:24]2[C:19](=[CH:20][CH:21]=[CH:22][CH:23]=2)[CH:18]=[CH:17][CH:16]=1. (4) The reactants are [Cl:1][C:2]1[CH:7]=[CH:6][C:5]([C@H:8]([NH:10][C:11]([C:13]2([C:28]#[N:29])[CH2:18][CH2:17][N:16]([C:19]3[C:20]4[CH:27]=[CH:26][NH:25][C:21]=4[N:22]=[CH:23][N:24]=3)[CH2:15][CH2:14]2)=[O:12])[CH3:9])=[CH:4][CH:3]=1.[OH-].[NH4+]. The catalyst is C(O)C.[Ni]. The product is [NH2:29][CH2:28][C:13]1([C:11]([NH:10][C@@H:8]([C:5]2[CH:4]=[CH:3][C:2]([Cl:1])=[CH:7][CH:6]=2)[CH3:9])=[O:12])[CH2:14][CH2:15][N:16]([C:19]2[C:20]3[CH:27]=[CH:26][NH:25][C:21]=3[N:22]=[CH:23][N:24]=2)[CH2:17][CH2:18]1. The yield is 0.586. (5) The reactants are [OH:1][C:2]1[CH:3]=[C:4]([O:21][C:22]([F:25])([F:24])[F:23])[CH:5]=[C:6]2[C:11]=1[O:10][CH:9]([C:12]([F:15])([F:14])[F:13])[C:8]([C:16]([O:18][CH2:19][CH3:20])=[O:17])=[CH:7]2.IC.[C:28]([O-])([O-])=O.[K+].[K+]. The catalyst is CN(C=O)C.[Cl-].[Na+].O. The product is [CH3:28][O:1][C:2]1[CH:3]=[C:4]([O:21][C:22]([F:25])([F:23])[F:24])[CH:5]=[C:6]2[C:11]=1[O:10][CH:9]([C:12]([F:13])([F:14])[F:15])[C:8]([C:16]([O:18][CH2:19][CH3:20])=[O:17])=[CH:7]2. The yield is 1.00. (6) The reactants are Cl[C:2]1[CH:3]=[C:4]([CH:8]=[CH:9][CH:10]=1)[C:5]([OH:7])=[O:6].[C:11]([C:14]1[CH:19]=[CH:18][CH:17]=[CH:16][C:15]=1B(O)O)(=[O:13])[CH3:12].C([O-])([O-])=O.[K+].[K+]. The catalyst is CC([O-])=O.CC([O-])=O.[Pd+2].C1(P(C2CCCCC2)C2C=CC=CC=2C2C(OC)=CC=C(S([O-])(=O)=O)C=2OC)CCCCC1.[Na+].O. The product is [C:11]([C:14]1[CH:19]=[CH:18][CH:17]=[CH:16][C:15]=1[C:2]1[CH:10]=[CH:9][CH:8]=[C:4]([C:5]([OH:7])=[O:6])[CH:3]=1)(=[O:13])[CH3:12]. The yield is 0.970. (7) The reactants are Cl.O1CCOCC1.[F:8][C:9]1([F:30])[CH2:14][CH2:13][CH:12]([CH2:15][N:16]2[CH2:21][CH2:20][CH:19]([NH:22]C(=O)OC(C)(C)C)[CH2:18][CH2:17]2)[CH2:11][CH2:10]1.CO.[OH-].[Na+]. The catalyst is C(OCC)(=O)C. The product is [F:30][C:9]1([F:8])[CH2:10][CH2:11][CH:12]([CH2:15][N:16]2[CH2:17][CH2:18][CH:19]([NH2:22])[CH2:20][CH2:21]2)[CH2:13][CH2:14]1. The yield is 0.920. (8) The reactants are Cl[C:2]1[CH:7]=[C:6]([Cl:8])[N:5]=[N:4][C:3]=1[C:9]([O:11][CH2:12][CH3:13])=[O:10].[N:14]1([C:19]2[N:24]=[C:23]([NH2:25])[CH:22]=[CH:21][CH:20]=2)[CH:18]=[CH:17][CH:16]=[N:15]1. The catalyst is C(#N)C. The product is [N:14]1([C:19]2[N:24]=[C:23]([NH:25][C:2]3[CH:7]=[C:6]([Cl:8])[N:5]=[N:4][C:3]=3[C:9]([O:11][CH2:12][CH3:13])=[O:10])[CH:22]=[CH:21][CH:20]=2)[CH:18]=[CH:17][CH:16]=[N:15]1. The yield is 0.250.